Dataset: Catalyst prediction with 721,799 reactions and 888 catalyst types from USPTO. Task: Predict which catalyst facilitates the given reaction. (1) Product: [N:15]1[N:16]2[CH:21]=[CH:20][CH:19]=[N:18][C:17]2=[N:22][C:14]=1[N:1]1[CH2:6][CH2:5][CH:4]([C@H:7]2[CH2:9][C@H:8]2[CH2:10][CH2:11][OH:12])[CH2:3][CH2:2]1. Reactant: [NH:1]1[CH2:6][CH2:5][CH:4]([C@H:7]2[CH2:9][C@H:8]2[CH2:10][CH2:11][OH:12])[CH2:3][CH2:2]1.Br[C:14]1[N:22]=[C:17]2[N:18]=[CH:19][CH:20]=[CH:21][N:16]2[N:15]=1.CCN(C(C)C)C(C)C. The catalyst class is: 8. (2) Reactant: Cl.Cl.[Cl:3][C:4]1[CH:24]=[C:23]([NH:25][CH3:26])[CH:22]=[CH:21][C:5]=1[CH2:6][N:7]1[C:11]2=[N:12][C:13]([C:16]([O:18][CH3:19])=[O:17])=[CH:14][CH:15]=[C:10]2[N:9]=[C:8]1[CH3:20].[CH:27](=O)[CH2:28][CH2:29][CH2:30]C.[C:33]([BH3-])#N.[Na+].Cl.C(=O)([O-])O.[Na+]. Product: [Cl:3][C:4]1[CH:24]=[C:23]([N:25]([CH3:33])[CH2:26][CH2:27][CH2:28][CH2:29][CH3:30])[CH:22]=[CH:21][C:5]=1[CH2:6][N:7]1[C:11]2=[N:12][C:13]([C:16]([O:18][CH3:19])=[O:17])=[CH:14][CH:15]=[C:10]2[N:9]=[C:8]1[CH3:20]. The catalyst class is: 5. (3) Reactant: [OH:1][C:2]1[CH:7]=[CH:6][C:5]([C:8]23[CH2:18][C:12]4([CH3:19])[CH2:13][C:14]([CH3:17])([CH2:16][C:10]([C:20]56[CH2:30][C:24]7([CH3:31])[CH2:25][C:26]([CH3:29])([CH2:28][C:22]([C:32]8[CH:37]=[CH:36][C:35]([OH:38])=[CH:34][CH:33]=8)([CH2:23]7)[CH2:21]5)[CH2:27]6)([CH2:11]4)[CH2:9]2)[CH2:15]3)=[CH:4][CH:3]=1.Br[CH2:40][C:41]#[CH:42].[OH-].[Na+].O1C[CH2:48][CH2:47][CH2:46]1. Product: [CH3:19][C:12]12[CH2:18][C:8]3([C:5]4[CH:4]=[CH:3][C:2]([O:1][CH2:40][C:41]#[CH:42])=[CH:7][CH:6]=4)[CH2:15][C:14]([CH3:17])([CH2:16][C:10]([C:20]45[CH2:30][C:24]6([CH3:31])[CH2:23][C:22]([C:32]7[CH:37]=[CH:36][C:35]([O:38][CH2:48][C:47]#[CH:46])=[CH:34][CH:33]=7)([CH2:28][C:26]([CH3:29])([CH2:25]6)[CH2:27]4)[CH2:21]5)([CH2:9]3)[CH2:11]1)[CH2:13]2. The catalyst class is: 6. (4) Reactant: [Cl:1][C:2]1[CH:11]=[CH:10][CH:9]=[C:8]2[C:3]=1[CH:4](I)[CH2:5][CH2:6][O:7]2.[B:13]1([B:13]2[O:17][C:16]([CH3:19])([CH3:18])[C:15]([CH3:21])([CH3:20])[O:14]2)[O:17][C:16]([CH3:19])([CH3:18])[C:15]([CH3:21])([CH3:20])[O:14]1.C([O-])(=O)C.[K+]. Product: [Cl:1][C:2]1[C:11]([B:13]2[O:17][C:16]([CH3:19])([CH3:18])[C:15]([CH3:21])([CH3:20])[O:14]2)=[CH:10][CH:9]=[C:8]2[C:3]=1[CH2:4][CH2:5][CH2:6][O:7]2. The catalyst class is: 151.